From a dataset of Tox21: 12 toxicity assays (nuclear receptors and stress response pathways). Binary classification across 12 toxicity assays. (1) The drug is COc1cc(N)ccc1C. It tested positive (active) for: NR-AhR (Aryl hydrocarbon Receptor agonist activity). (2) The compound is CN1C2CCC1CC(OC(c1ccccc1)c1ccc(Cl)cc1)C2. It tested positive (active) for: SR-p53 (p53 tumor suppressor activation).